From a dataset of Peptide-MHC class II binding affinity with 134,281 pairs from IEDB. Regression. Given a peptide amino acid sequence and an MHC pseudo amino acid sequence, predict their binding affinity value. This is MHC class II binding data. (1) The peptide sequence is LFKVAATAANAAPAN. The MHC is DRB1_1001 with pseudo-sequence DRB1_1001. The binding affinity (normalized) is 0.644. (2) The MHC is DRB1_1602 with pseudo-sequence DRB1_1602. The peptide sequence is ELKESWGAIWRIDTP. The binding affinity (normalized) is 0.350.